Dataset: Full USPTO retrosynthesis dataset with 1.9M reactions from patents (1976-2016). Task: Predict the reactants needed to synthesize the given product. Given the product [OH:13]/[CH:12]=[CH:9]/[C:8](=[O:10])[CH2:7][C:1]1[CH:6]=[CH:5][CH:4]=[CH:3][CH:2]=1, predict the reactants needed to synthesize it. The reactants are: [C:1]1([CH2:7][C:8](=[O:10])[CH3:9])[CH:6]=[CH:5][CH:4]=[CH:3][CH:2]=1.[Na].[CH:12](OCC)=[O:13].O.